Dataset: Peptide-MHC class I binding affinity with 185,985 pairs from IEDB/IMGT. Task: Regression. Given a peptide amino acid sequence and an MHC pseudo amino acid sequence, predict their binding affinity value. This is MHC class I binding data. (1) The peptide sequence is VMCGGSLYVK. The MHC is HLA-A03:01 with pseudo-sequence HLA-A03:01. The binding affinity (normalized) is 0.624. (2) The peptide sequence is YTSKYPNL. The MHC is H-2-Db with pseudo-sequence H-2-Db. The binding affinity (normalized) is 0. (3) The peptide sequence is GVVTRNGAY. The MHC is HLA-A30:02 with pseudo-sequence HLA-A30:02. The binding affinity (normalized) is 0.502. (4) The peptide sequence is KMDVTPLDY. The MHC is HLA-A26:01 with pseudo-sequence HLA-A26:01. The binding affinity (normalized) is 0.0847. (5) The peptide sequence is VNRWLFRHL. The MHC is HLA-A03:01 with pseudo-sequence HLA-A03:01. The binding affinity (normalized) is 0.0847. (6) The peptide sequence is LLSCLGCKI. The MHC is HLA-A02:01 with pseudo-sequence HLA-A02:01. The binding affinity (normalized) is 0.244. (7) The peptide sequence is KQYNVTQAF. The MHC is HLA-A31:01 with pseudo-sequence HLA-A31:01. The binding affinity (normalized) is 0.436.